This data is from NCI-60 drug combinations with 297,098 pairs across 59 cell lines. The task is: Regression. Given two drug SMILES strings and cell line genomic features, predict the synergy score measuring deviation from expected non-interaction effect. (1) Drug 1: C1=NC2=C(N1)C(=S)N=C(N2)N. Drug 2: CC1=C(C=C(C=C1)NC(=O)C2=CC=C(C=C2)CN3CCN(CC3)C)NC4=NC=CC(=N4)C5=CN=CC=C5. Cell line: HCT116. Synergy scores: CSS=44.3, Synergy_ZIP=3.88, Synergy_Bliss=4.37, Synergy_Loewe=-12.3, Synergy_HSA=3.36. (2) Drug 1: CC1C(C(=O)NC(C(=O)N2CCCC2C(=O)N(CC(=O)N(C(C(=O)O1)C(C)C)C)C)C(C)C)NC(=O)C3=C4C(=C(C=C3)C)OC5=C(C(=O)C(=C(C5=N4)C(=O)NC6C(OC(=O)C(N(C(=O)CN(C(=O)C7CCCN7C(=O)C(NC6=O)C(C)C)C)C)C(C)C)C)N)C. Drug 2: CC1CCC2CC(C(=CC=CC=CC(CC(C(=O)C(C(C(=CC(C(=O)CC(OC(=O)C3CCCCN3C(=O)C(=O)C1(O2)O)C(C)CC4CCC(C(C4)OC)OCCO)C)C)O)OC)C)C)C)OC. Cell line: MOLT-4. Synergy scores: CSS=42.5, Synergy_ZIP=-0.824, Synergy_Bliss=3.32, Synergy_Loewe=-19.9, Synergy_HSA=-2.23. (3) Drug 1: C1=CC(=CC=C1CC(C(=O)O)N)N(CCCl)CCCl.Cl. Drug 2: CCC1(C2=C(COC1=O)C(=O)N3CC4=CC5=C(C=CC(=C5CN(C)C)O)N=C4C3=C2)O.Cl. Cell line: HOP-92. Synergy scores: CSS=22.0, Synergy_ZIP=-7.94, Synergy_Bliss=-0.995, Synergy_Loewe=-6.04, Synergy_HSA=1.44. (4) Drug 1: C1CCC(C1)C(CC#N)N2C=C(C=N2)C3=C4C=CNC4=NC=N3. Drug 2: C1=NC2=C(N1)C(=S)N=C(N2)N. Cell line: MCF7. Synergy scores: CSS=32.5, Synergy_ZIP=-1.80, Synergy_Bliss=-3.79, Synergy_Loewe=-16.0, Synergy_HSA=-3.95. (5) Drug 1: CN(CC1=CN=C2C(=N1)C(=NC(=N2)N)N)C3=CC=C(C=C3)C(=O)NC(CCC(=O)O)C(=O)O. Drug 2: CC12CCC3C(C1CCC2OP(=O)(O)O)CCC4=C3C=CC(=C4)OC(=O)N(CCCl)CCCl.[Na+]. Cell line: ACHN. Synergy scores: CSS=33.9, Synergy_ZIP=-4.27, Synergy_Bliss=-2.83, Synergy_Loewe=-2.61, Synergy_HSA=-2.37. (6) Drug 1: CC1=C2C(C(=O)C3(C(CC4C(C3C(C(C2(C)C)(CC1OC(=O)C(C(C5=CC=CC=C5)NC(=O)C6=CC=CC=C6)O)O)OC(=O)C7=CC=CC=C7)(CO4)OC(=O)C)O)C)OC(=O)C. Drug 2: C1=NNC2=C1C(=O)NC=N2. Cell line: RPMI-8226. Synergy scores: CSS=64.2, Synergy_ZIP=0.823, Synergy_Bliss=1.94, Synergy_Loewe=-39.8, Synergy_HSA=2.22. (7) Drug 1: CN1CCC(CC1)COC2=C(C=C3C(=C2)N=CN=C3NC4=C(C=C(C=C4)Br)F)OC. Drug 2: COC1=CC(=CC(=C1O)OC)C2C3C(COC3=O)C(C4=CC5=C(C=C24)OCO5)OC6C(C(C7C(O6)COC(O7)C8=CC=CS8)O)O. Cell line: MALME-3M. Synergy scores: CSS=23.3, Synergy_ZIP=-7.42, Synergy_Bliss=-1.72, Synergy_Loewe=-18.8, Synergy_HSA=-1.65. (8) Drug 1: CC1=C(C(=O)C2=C(C1=O)N3CC4C(C3(C2COC(=O)N)OC)N4)N. Drug 2: N.N.Cl[Pt+2]Cl. Cell line: CAKI-1. Synergy scores: CSS=37.9, Synergy_ZIP=-13.3, Synergy_Bliss=-6.15, Synergy_Loewe=-21.3, Synergy_HSA=-0.776. (9) Drug 1: CC1C(C(CC(O1)OC2CC(OC(C2O)C)OC3=CC4=CC5=C(C(=O)C(C(C5)C(C(=O)C(C(C)O)O)OC)OC6CC(C(C(O6)C)O)OC7CC(C(C(O7)C)O)OC8CC(C(C(O8)C)O)(C)O)C(=C4C(=C3C)O)O)O)O. Drug 2: CCCCCOC(=O)NC1=NC(=O)N(C=C1F)C2C(C(C(O2)C)O)O. Cell line: BT-549. Synergy scores: CSS=25.1, Synergy_ZIP=-3.24, Synergy_Bliss=-4.84, Synergy_Loewe=-41.8, Synergy_HSA=-2.48. (10) Drug 1: CN(C)N=NC1=C(NC=N1)C(=O)N. Drug 2: C(CC(=O)O)C(=O)CN.Cl. Cell line: U251. Synergy scores: CSS=8.61, Synergy_ZIP=-4.43, Synergy_Bliss=-0.549, Synergy_Loewe=-3.16, Synergy_HSA=0.0121.